From a dataset of Forward reaction prediction with 1.9M reactions from USPTO patents (1976-2016). Predict the product of the given reaction. (1) Given the reactants [CH3:1][O:2][C:3](=[O:21])/[CH:4]=[CH:5]/[C:6]1[CH:14]=[CH:13][C:12]2[C:8](=[C:9]([CH3:16])[N:10]([CH3:15])[N:11]=2)[C:7]=1[C:17]([O:19][CH3:20])=[O:18], predict the reaction product. The product is: [CH3:1][O:2][C:3](=[O:21])[CH2:4][CH2:5][C:6]1[CH:14]=[CH:13][C:12]2[C:8](=[C:9]([CH3:16])[N:10]([CH3:15])[N:11]=2)[C:7]=1[C:17]([O:19][CH3:20])=[O:18]. (2) Given the reactants [Li]CCCC.[C:6]([Si:10]([O:23][CH2:24][CH2:25][CH2:26][CH2:27][CH2:28][CH2:29][CH2:30][CH2:31][CH2:32][CH2:33][CH2:34][CH2:35][CH2:36][C:37]#[CH:38])([C:17]1[CH:22]=[CH:21][CH:20]=[CH:19][CH:18]=1)[C:11]1[CH:16]=[CH:15][CH:14]=[CH:13][CH:12]=1)([CH3:9])([CH3:8])[CH3:7].[CH2:39]=[O:40], predict the reaction product. The product is: [Si:10]([O:23][CH2:24][CH2:25][CH2:26][CH2:27][CH2:28][CH2:29][CH2:30][CH2:31][CH2:32][CH2:33][CH2:34][CH2:35][CH2:36][C:37]#[C:38][CH2:39][OH:40])([C:6]([CH3:9])([CH3:8])[CH3:7])([C:17]1[CH:22]=[CH:21][CH:20]=[CH:19][CH:18]=1)[C:11]1[CH:16]=[CH:15][CH:14]=[CH:13][CH:12]=1. (3) Given the reactants [Cl:1][C:2]1[CH:11]=[C:10]([OH:12])[C:9]([N+:13]([O-:15])=[O:14])=[CH:8][C:3]=1[C:4]([O:6][CH3:7])=[O:5].I[CH:17]([CH3:19])[CH3:18].C(=O)([O-])[O-].[K+].[K+], predict the reaction product. The product is: [Cl:1][C:2]1[CH:11]=[C:10]([O:12][CH:17]([CH3:19])[CH3:18])[C:9]([N+:13]([O-:15])=[O:14])=[CH:8][C:3]=1[C:4]([O:6][CH3:7])=[O:5]. (4) Given the reactants Cl[CH2:2][CH2:3][O:4][CH2:5][C:6](Cl)=[O:7].[NH2:9][CH:10]1[CH2:15][CH2:14][CH:13]([NH:16]C(=O)OCC2C=CC=CC=2)[CH2:12][CH2:11]1.C(N(CC)CC)C, predict the reaction product. The product is: [NH2:9][CH:10]1[CH2:15][CH2:14][CH:13]([N:16]2[CH2:2][CH2:3][O:4][CH2:5][C:6]2=[O:7])[CH2:12][CH2:11]1.